Task: Regression. Given two drug SMILES strings and cell line genomic features, predict the synergy score measuring deviation from expected non-interaction effect.. Dataset: NCI-60 drug combinations with 297,098 pairs across 59 cell lines Drug 1: C1=CC(=CC=C1CCCC(=O)O)N(CCCl)CCCl. Drug 2: CC(C)(C#N)C1=CC(=CC(=C1)CN2C=NC=N2)C(C)(C)C#N. Cell line: CAKI-1. Synergy scores: CSS=19.2, Synergy_ZIP=-5.92, Synergy_Bliss=-5.94, Synergy_Loewe=-55.3, Synergy_HSA=-4.20.